Dataset: Reaction yield outcomes from USPTO patents with 853,638 reactions. Task: Predict the reaction yield, written as a fraction of the theoretical maximum amount of product (1.0 means a 100% yield; for example, 0.34 means a 34% yield). The reactants are [CH2:1]([O:8][N:9]1[C:15](=[O:16])[N:14]2[CH2:17][C@H:10]1[CH2:11][CH2:12][C@H:13]2[C:18]([OH:20])=O)[C:2]1[CH:7]=[CH:6][CH:5]=[CH:4][CH:3]=1.[NH2:21][O:22][CH2:23][CH2:24][NH:25][C:26](=[O:32])[O:27][C:28]([CH3:31])([CH3:30])[CH3:29].ON1C2C=CC=CC=2N=N1.Cl.C(N=C=NCCCN(C)C)C. The catalyst is C(Cl)Cl.CN(C1C=CN=CC=1)C. The product is [CH2:1]([O:8][N:9]1[C:15](=[O:16])[N:14]2[CH2:17][C@H:10]1[CH2:11][CH2:12][C@H:13]2[C:18]([NH:21][O:22][CH2:23][CH2:24][NH:25][C:26](=[O:32])[O:27][C:28]([CH3:30])([CH3:29])[CH3:31])=[O:20])[C:2]1[CH:3]=[CH:4][CH:5]=[CH:6][CH:7]=1. The yield is 0.890.